From a dataset of Full USPTO retrosynthesis dataset with 1.9M reactions from patents (1976-2016). Predict the reactants needed to synthesize the given product. (1) Given the product [Cl:22][S:4]([CH2:5][CH:6]([CH2:17][CH:18]([CH3:20])[CH3:19])[C:7]([O:9][CH2:10][C:11]1[CH:16]=[CH:15][CH:14]=[CH:13][CH:12]=1)=[O:8])(=[O:25])=[O:21], predict the reactants needed to synthesize it. The reactants are: C([S:4][CH2:5][CH:6]([CH2:17][CH:18]([CH3:20])[CH3:19])[C:7]([O:9][CH2:10][C:11]1[CH:16]=[CH:15][CH:14]=[CH:13][CH:12]=1)=[O:8])(=O)C.[OH2:21].[Cl-:22].C(O)(=[O:25])C. (2) Given the product [C:1]([C:3]1[CH:4]=[C:5]([C:13]2[S:17][C:16]([C:18]3[CH:26]=[CH:25][CH:24]=[C:23]4[C:19]=3[CH2:20][CH2:21][C@H:22]4[NH:27][S:28]([CH2:31][CH2:32][OH:33])(=[O:29])=[O:30])=[N:15][N:14]=2)[CH:6]=[CH:7][C:8]=1[O:9][CH:10]([CH3:12])[CH3:11])#[N:2], predict the reactants needed to synthesize it. The reactants are: [C:1]([C:3]1[CH:4]=[C:5]([C:13]2[S:17][C:16]([C:18]3[CH:26]=[CH:25][CH:24]=[C:23]4[C:19]=3[CH2:20][CH2:21][C@H:22]4[NH:27][S:28]([CH2:31][C:32](OC)=[O:33])(=[O:30])=[O:29])=[N:15][N:14]=2)[CH:6]=[CH:7][C:8]=1[O:9][CH:10]([CH3:12])[CH3:11])#[N:2].[BH4-].[Na+].CO. (3) Given the product [Cl:3][C:4]1[CH:5]=[C:6]([S:11]([N:14]2[C:23]3[C:18](=[CH:19][CH:20]=[CH:21][CH:22]=3)[NH:17][C:16](=[O:24])[CH:15]2[CH2:25][C:26]([OH:28])=[O:27])(=[O:13])=[O:12])[CH:7]=[CH:8][C:9]=1[Cl:10], predict the reactants needed to synthesize it. The reactants are: [OH-].[Li+].[Cl:3][C:4]1[CH:5]=[C:6]([S:11]([N:14]2[C:23]3[C:18](=[CH:19][CH:20]=[CH:21][CH:22]=3)[NH:17][C:16](=[O:24])[CH:15]2[CH2:25][C:26]([O:28]C)=[O:27])(=[O:13])=[O:12])[CH:7]=[CH:8][C:9]=1[Cl:10]. (4) Given the product [Br:19][C:17]1[CH:16]=[CH:15][C:14]([C:20]([NH:22][C@@H:23]([CH:28]2[CH2:33][CH2:32][CH2:31][CH2:30][CH2:29]2)[C:24]([O:26][CH3:27])=[O:25])=[O:21])=[C:13]([NH:12][C:10]([NH:9][C:3]2[C:2]([CH3:1])=[CH:7][CH:6]=[CH:5][C:4]=2[CH3:8])=[O:11])[CH:18]=1, predict the reactants needed to synthesize it. The reactants are: [CH3:1][C:2]1[CH:7]=[CH:6][CH:5]=[C:4]([CH3:8])[C:3]=1[N:9]=[C:10]=[O:11].[NH2:12][C:13]1[CH:18]=[C:17]([Br:19])[CH:16]=[CH:15][C:14]=1[C:20]([NH:22][C@@H:23]([CH:28]1[CH2:33][CH2:32][CH2:31][CH2:30][CH2:29]1)[C:24]([O:26][CH3:27])=[O:25])=[O:21].CCCCCC.C(OCC)(=O)C. (5) Given the product [C:8]1([CH2:6][CH2:5][CH2:4][C:3]([OH:28])=[O:2])[C:25]2=[C:26]3[C:15]([C:16]4[C:27]5[C:20](=[CH:21][CH:22]=[CH:23][C:24]2=5)[CH:19]=[CH:18][CH:17]=4)=[CH:14][CH:13]=[CH:12][C:11]3=[CH:10][CH:9]=1, predict the reactants needed to synthesize it. The reactants are: C[O:2][C:3](=[O:28])[CH2:4][CH2:5][C:6]([C:8]1[C:25]2=[C:26]3[C:15]([C:16]4[C:27]5[C:20](=[CH:21][CH:22]=[CH:23][C:24]2=5)[CH:19]=[CH:18][CH:17]=4)=[CH:14][CH:13]=[CH:12][C:11]3=[CH:10][CH:9]=1)=O.O.NN.[OH-].[K+].Cl.